Dataset: Forward reaction prediction with 1.9M reactions from USPTO patents (1976-2016). Task: Predict the product of the given reaction. (1) Given the reactants [N:1]([C@H:4]1[C@@H:9]([CH3:10])[CH2:8][N:7]([C:11]2[CH:16]=[CH:15][N:14]=[CH:13][C:12]=2[NH:17][C:18](=[O:34])[C:19]2[CH:24]=[CH:23][C:22]([F:25])=[C:21]([C:26]3[C:31]([F:32])=[CH:30][CH:29]=[CH:28][C:27]=3[F:33])[N:20]=2)[CH2:6][C@H:5]1[NH:35][C:36](=[O:42])[O:37][C:38]([CH3:41])([CH3:40])[CH3:39])=[N+:2]=[N-:3].C.[C:44]([C:46]1[CH:50]=[CH:49][S:48][CH:47]=1)#[CH:45].C(N(CC)CC)C, predict the reaction product. The product is: [F:32][C:31]1[CH:30]=[CH:29][CH:28]=[C:27]([F:33])[C:26]=1[C:21]1[N:20]=[C:19]([C:18]([NH:17][C:12]2[CH:13]=[N:14][CH:15]=[CH:16][C:11]=2[N:7]2[CH2:8][C@H:9]([CH3:10])[C@H:4]([N:1]3[CH:45]=[C:44]([C:46]4[CH:50]=[CH:49][S:48][CH:47]=4)[N:3]=[N:2]3)[C@H:5]([NH:35][C:36](=[O:42])[O:37][C:38]([CH3:41])([CH3:40])[CH3:39])[CH2:6]2)=[O:34])[CH:24]=[CH:23][C:22]=1[F:25]. (2) Given the reactants [Cl:1][C:2]1[C:6]([Cl:7])=[C:5]([CH3:8])[NH:4][C:3]=1[C:9]([OH:11])=O.[NH2:12][C@@H:13]1[CH2:18][CH2:17][N:16]([C:19]([O:21][CH2:22][CH3:23])=[O:20])[CH2:15][C@@H:14]1[O:24][CH2:25][CH3:26].C1C=CC2N(O)N=NC=2C=1.CN1CCOCC1.CCN=C=NCCCN(C)C.Cl, predict the reaction product. The product is: [Cl:1][C:2]1[C:6]([Cl:7])=[C:5]([CH3:8])[NH:4][C:3]=1[C:9]([NH:12][C@@H:13]1[CH2:18][CH2:17][N:16]([C:19]([O:21][CH2:22][CH3:23])=[O:20])[CH2:15][C@@H:14]1[O:24][CH2:25][CH3:26])=[O:11]. (3) Given the reactants [H-].[Na+].[CH3:3][C:4]1[CH:9]=[C:8]([CH3:10])[CH:7]=[C:6]([CH3:11])[C:5]=1[OH:12].[Cl:13][C:14]1[N:15]=[C:16](Cl)[C:17]2[N:22]([CH3:23])[CH:21]=[CH:20][C:18]=2[N:19]=1, predict the reaction product. The product is: [Cl:13][C:14]1[N:15]=[C:16]([O:12][C:5]2[C:6]([CH3:11])=[CH:7][C:8]([CH3:10])=[CH:9][C:4]=2[CH3:3])[C:17]2[N:22]([CH3:23])[CH:21]=[CH:20][C:18]=2[N:19]=1. (4) The product is: [CH3:21][S:22]([O:11][CH2:10][CH2:9][CH2:8][C:5]1[CH:4]=[CH:3][C:2]([Br:1])=[CH:7][CH:6]=1)(=[O:24])=[O:23]. Given the reactants [Br:1][C:2]1[CH:7]=[CH:6][C:5]([CH2:8][CH2:9][CH2:10][OH:11])=[CH:4][CH:3]=1.C(N(C(C)C)CC)(C)C.[CH3:21][S:22](Cl)(=[O:24])=[O:23], predict the reaction product. (5) Given the reactants [CH3:1][NH:2][CH2:3][CH2:4][C:5]1[CH:20]=[CH:19][C:8]([O:9][C:10]2[CH:18]=[CH:17][C:13]([C:14]([NH2:16])=[O:15])=[CH:12][N:11]=2)=[CH:7][CH:6]=1.[CH:21](=O)[C:22]1[CH:27]=[CH:26][CH:25]=[CH:24][CH:23]=1.C(O[BH-](OC(=O)C)OC(=O)C)(=O)C.[Na+].C(O)(=O)C.C(=O)(O)[O-].[Na+], predict the reaction product. The product is: [CH2:21]([N:2]([CH3:1])[CH2:3][CH2:4][C:5]1[CH:6]=[CH:7][C:8]([O:9][C:10]2[CH:18]=[CH:17][C:13]([C:14]([NH2:16])=[O:15])=[CH:12][N:11]=2)=[CH:19][CH:20]=1)[C:22]1[CH:27]=[CH:26][CH:25]=[CH:24][CH:23]=1.